Predict the reaction yield, written as a fraction of the theoretical maximum amount of product (1.0 means a 100% yield; for example, 0.34 means a 34% yield). From a dataset of Reaction yield outcomes from USPTO patents with 853,638 reactions. (1) The reactants are [Br:1][C:2]1[CH:3]=[C:4]([N+:20]([O-:22])=[O:21])[C:5]([C:8]2[CH:13]=[CH:12][C:11](CC(OCC)=O)=[CH:10][CH:9]=2)=[N:6][CH:7]=1.CC1(C)C(C)(C)OB(C2C=C([CH2:37][C:38]([O:40][CH3:41])=[O:39])C=CC=2)O1.BrC1C([N+]([O-])=O)=CC(Br)=CN=1. No catalyst specified. The product is [Br:1][C:2]1[CH:3]=[C:4]([N+:20]([O-:22])=[O:21])[C:5]([C:8]2[CH:9]=[C:10]([CH2:37][C:38]([O:40][CH3:41])=[O:39])[CH:11]=[CH:12][CH:13]=2)=[N:6][CH:7]=1. The yield is 0.660. (2) The reactants are Cl[C:2]1[N:3]=[N:4][CH:5]=[C:6]([N:9]2[CH2:14][CH2:13][CH:12]([C:15]3[CH:20]=[CH:19][CH:18]=[CH:17][CH:16]=3)[CH2:11][CH2:10]2)[C:7]=1[CH3:8].O.[NH2:22][NH2:23]. The catalyst is O1CCOCC1. The product is [NH:22]([C:2]1[N:3]=[N:4][CH:5]=[C:6]([N:9]2[CH2:14][CH2:13][CH:12]([C:15]3[CH:20]=[CH:19][CH:18]=[CH:17][CH:16]=3)[CH2:11][CH2:10]2)[C:7]=1[CH3:8])[NH2:23]. The yield is 0.700. (3) The reactants are [O:1]1[C:5]2[CH:6]=[CH:7][C:8]([C:10]3([C:13]([OH:15])=O)[CH2:12][CH2:11]3)=[CH:9][C:4]=2[O:3][CH2:2]1.CN(C(ON1N=NC2C=CC=CC1=2)=[N+](C)C)C.F[P-](F)(F)(F)(F)F.CCN(CC)CC.[NH2:47][C:48]1[CH:49]=[C:50]2[C:54](=[CH:55][CH:56]=1)[NH:53][C:52]([C:57]([CH3:61])([CH3:60])[CH2:58][OH:59])=[CH:51]2. The catalyst is C(#N)C. The product is [O:1]1[C:5]2[CH:6]=[CH:7][C:8]([C:10]3([C:13]([NH:47][C:48]4[CH:49]=[C:50]5[C:54](=[CH:55][CH:56]=4)[NH:53][C:52]([C:57]([CH3:61])([CH3:60])[CH2:58][OH:59])=[CH:51]5)=[O:15])[CH2:11][CH2:12]3)=[CH:9][C:4]=2[O:3][CH2:2]1. The yield is 0.750. (4) The reactants are [CH2:1]([CH:8]1[NH:13][CH2:12][CH2:11][N:10]([C:14]2[CH:19]=[CH:18][C:17]([O:20][CH3:21])=[C:16]([O:22][CH:23]3[CH2:27][CH2:26][CH2:25][CH2:24]3)[CH:15]=2)[CH2:9]1)[C:2]1[CH:7]=[CH:6][CH:5]=[CH:4][CH:3]=1.Cl[CH2:29][C:30]#[N:31].C([O-])([O-])=O.[K+].[K+]. The catalyst is CN(C=O)C. The product is [CH2:1]([C@H:8]1[CH2:9][N:10]([C:14]2[CH:19]=[CH:18][C:17]([O:20][CH3:21])=[C:16]([O:22][CH:23]3[CH2:27][CH2:26][CH2:25][CH2:24]3)[CH:15]=2)[CH2:11][CH2:12][N:13]1[CH2:29][C:30]#[N:31])[C:2]1[CH:3]=[CH:4][CH:5]=[CH:6][CH:7]=1. The yield is 0.570. (5) The reactants are [CH2:1]([C@H:3]1[NH:8][CH2:7][CH2:6][N:5]([CH2:9][C:10]2[CH:15]=[CH:14][C:13]([F:16])=[CH:12][CH:11]=2)[CH2:4]1)[CH3:2].C1C=CC2N(O)N=NC=2C=1.[C:27]([NH:30][C:31]1[CH:36]=[C:35]([Cl:37])[CH:34]=[CH:33][C:32]=1/[CH:38]=[CH:39]/[C:40](O)=[O:41])(=[O:29])[CH3:28]. The catalyst is C(Cl)Cl. The product is [Cl:37][C:35]1[CH:34]=[CH:33][C:32](/[CH:38]=[CH:39]/[C:40]([N:8]2[CH2:7][CH2:6][N:5]([CH2:9][C:10]3[CH:15]=[CH:14][C:13]([F:16])=[CH:12][CH:11]=3)[CH2:4][C@H:3]2[CH2:1][CH3:2])=[O:41])=[C:31]([NH:30][C:27](=[O:29])[CH3:28])[CH:36]=1. The yield is 0.910. (6) The reactants are [OH:1][CH2:2][CH2:3][CH2:4][N:5]1[CH2:10][CH2:9][CH2:8][CH2:7][CH2:6]1.[C:28]1(P([C:24]2[CH:29]=[CH:28][CH:27]=[CH:26]C=2)[C:28]2[CH:29]=[CH:24]C=[CH:26][CH:27]=2)[CH:29]=[CH:24]C=[CH:26][CH:27]=1.N([C:39]([O:41][C:42]([CH3:45])([CH3:44])C)=O)=N[C:39]([O:41][C:42](C)([CH3:45])[CH3:44])=O.[Cl:46][CH2:47][Cl:48]. No catalyst specified. The product is [NH3:5].[CH3:2][OH:1].[Cl:46][CH2:47][Cl:48].[N:5]1([CH2:4][CH2:3][CH2:2][O:1][C:7]2[CH:8]=[CH:44][C:42]([O:41][CH2:39][CH2:3][CH2:4][N:5]3[CH2:26][CH2:27][CH2:28][CH2:29][CH2:24]3)=[CH:45][CH:6]=2)[CH2:10][CH2:9][CH2:8][CH2:7][CH2:6]1. The yield is 0.0200. (7) The reactants are [CH:1]1([C:4]2[O:8][N:7]=[C:6]([C:9]3[C:14]([Cl:15])=[CH:13][N:12]=[CH:11][C:10]=3[Cl:16])[C:5]=2[C:17](O)=[O:18])[CH2:3][CH2:2]1.C(N(CC)CC)C.ClC(OC(C)C)=O.[BH4-].[Na+]. The catalyst is O1CCCC1.O. The product is [CH:1]1([C:4]2[O:8][N:7]=[C:6]([C:9]3[C:10]([Cl:16])=[CH:11][N:12]=[CH:13][C:14]=3[Cl:15])[C:5]=2[CH2:17][OH:18])[CH2:3][CH2:2]1. The yield is 0.560. (8) The reactants are Cl[C:2]1[CH:7]=[CH:6][C:5]([N+:8]([O-])=O)=[CH:4][N:3]=1.[CH3:11][N:12]([CH3:16])[CH2:13][CH2:14][NH2:15].C(N(CC)CC)C. The catalyst is C1COCC1. The product is [CH3:11][N:12]([CH3:16])[CH2:13][CH2:14][NH:15][C:2]1[CH:7]=[CH:6][C:5]([NH2:8])=[CH:4][N:3]=1. The yield is 0.500. (9) The reactants are [OH:1][CH2:2][C:3]1[N:4]=[CH:5][NH:6][C:7]=1[CH3:8].C(N(CC)CC)C.[Si:16](Cl)([C:19]([CH3:22])([CH3:21])[CH3:20])([CH3:18])[CH3:17].C(OCC)(=O)C. The catalyst is CN(C=O)C. The yield is 0.770. The product is [Si:16]([O:1][CH2:2][C:3]1[N:4]=[CH:5][NH:6][C:7]=1[CH3:8])([C:19]([CH3:22])([CH3:21])[CH3:20])([CH3:18])[CH3:17].